From a dataset of Full USPTO retrosynthesis dataset with 1.9M reactions from patents (1976-2016). Predict the reactants needed to synthesize the given product. (1) The reactants are: [Cl:1][C:2]1[CH:7]=[CH:6][C:5]([NH:8][C:9](=[O:21])[C:10]2[CH:11]=[C:12]([CH:16]=[CH:17][C:18]=2[O:19][CH3:20])[C:13]([NH2:15])=[O:14])=[CH:4][CH:3]=1.BrC[CH:24]1[CH2:26][CH2:25]1. Given the product [Cl:1][C:2]1[CH:7]=[CH:6][C:5]([NH:8][C:9](=[O:21])[C:10]2[CH:11]=[C:12]([CH:16]=[CH:17][C:18]=2[O:19][CH2:20][CH:24]2[CH2:26][CH2:25]2)[C:13]([NH2:15])=[O:14])=[CH:4][CH:3]=1, predict the reactants needed to synthesize it. (2) Given the product [CH3:32][O:33][C:34](=[O:35])[NH:36][C:37]1[NH:30][C:25]2[C:26]([N:29]=1)=[N:27][CH:28]=[C:23]([C:20]1[CH:21]=[CH:22][C:16]3[O:15][CH2:14][CH2:13][N:12]([C:5]4[C:4]5[CH2:3][C:2]([CH3:31])([CH3:1])[CH2:11][CH2:10][C:9]=5[N:8]=[CH:7][N:6]=4)[CH2:18][C:17]=3[CH:19]=1)[CH:24]=2, predict the reactants needed to synthesize it. The reactants are: [CH3:1][C:2]1([CH3:31])[CH2:11][CH2:10][C:9]2[N:8]=[CH:7][N:6]=[C:5]([N:12]3[CH2:18][C:17]4[CH:19]=[C:20]([C:23]5[CH:24]=[C:25]([NH2:30])[C:26]([NH2:29])=[N:27][CH:28]=5)[CH:21]=[CH:22][C:16]=4[O:15][CH2:14][CH2:13]3)[C:4]=2[CH2:3]1.[CH3:32][O:33][C:34]([NH:36][C:37](=NC(OC)=O)SC)=[O:35]. (3) Given the product [CH2:1]([N:5]1[C:9]([CH:32]=[O:33])=[C:8]([Cl:11])[N:7]=[C:6]1[C:12]1[C:20]([CH3:21])=[CH:19][CH:18]=[C:17]2[C:13]=1[CH:14]=[N:15][NH:16]2)[CH2:2][CH2:3][CH3:4], predict the reactants needed to synthesize it. The reactants are: [CH2:1]([N:5]1[C:9](Cl)=[C:8]([Cl:11])[N:7]=[C:6]1[C:12]1[C:20]([CH3:21])=[CH:19][CH:18]=[C:17]2[C:13]=1[CH:14]=[N:15][NH:16]2)[CH2:2][CH2:3][CH3:4].[H-].[Na+].[Li]C(C)(C)C.CN([CH:32]=[O:33])C. (4) Given the product [CH3:36][C:10]1[CH:9]=[C:8]([CH2:7][C:6]([O:5][C:1]([CH3:4])([CH3:3])[CH3:2])=[O:37])[CH:13]=[N:12][C:11]=1[O:14][CH2:15][CH2:16][C@@H:17]1[CH2:19][C@@H:18]1[CH:20]1[CH2:21][CH2:22][NH:23][CH2:24][CH2:25]1, predict the reactants needed to synthesize it. The reactants are: [C:1]([O:5][C:6](=[O:37])[CH2:7][C:8]1[CH:9]=[C:10]([CH3:36])[C:11]([O:14][CH2:15][CH2:16][C@@H:17]2[CH2:19][C@@H:18]2[CH:20]2[CH2:25][CH2:24][N:23](C(OCC3C=CC=CC=3)=O)[CH2:22][CH2:21]2)=[N:12][CH:13]=1)([CH3:4])([CH3:3])[CH3:2].[H][H]. (5) Given the product [CH2:1]([C:4]1[C:9]([OH:10])=[CH:8][CH:7]=[C:6]([NH:11][CH2:23][C:24]2[CH:29]=[CH:28][CH:27]=[CH:26][CH:25]=2)[C:5]=1[C:12]([C:14]1[CH:15]=[CH:16][C:17]([CH:20]([CH3:22])[CH3:21])=[CH:18][CH:19]=1)=[O:13])[CH:2]=[CH2:3], predict the reactants needed to synthesize it. The reactants are: [CH2:1]([C:4]1[C:9]([OH:10])=[CH:8][CH:7]=[C:6]([NH2:11])[C:5]=1[C:12]([C:14]1[CH:19]=[CH:18][C:17]([CH:20]([CH3:22])[CH3:21])=[CH:16][CH:15]=1)=[O:13])[CH:2]=[CH2:3].[CH:23](=O)[C:24]1[CH:29]=[CH:28][CH:27]=[CH:26][CH:25]=1.C([BH3-])#N.[Na+].C(O)(=O)C.Cl. (6) Given the product [C:1]([C:5]1[N:10]=[C:9]([N:11]2[CH2:16][CH2:15][N:14]([CH2:17][CH2:18][CH2:19][CH2:20][NH:21][C:31]([N:49]3[CH2:50][CH2:51][N:46]([C:43]4[CH:42]=[CH:41][C:40]([C:39]([F:38])([F:52])[F:53])=[CH:45][CH:44]=4)[CH2:47][CH2:48]3)=[O:32])[CH2:13][CH2:12]2)[CH:8]=[C:7]([C:22]([F:24])([F:25])[F:23])[N:6]=1)([CH3:4])([CH3:2])[CH3:3], predict the reactants needed to synthesize it. The reactants are: [C:1]([C:5]1[N:10]=[C:9]([N:11]2[CH2:16][CH2:15][N:14]([CH2:17][CH2:18][CH2:19][CH2:20][NH2:21])[CH2:13][CH2:12]2)[CH:8]=[C:7]([C:22]([F:25])([F:24])[F:23])[N:6]=1)([CH3:4])([CH3:3])[CH3:2].C1N=CN([C:31](N2C=NC=C2)=[O:32])C=1.[F:38][C:39]([F:53])([F:52])[C:40]1[CH:45]=[CH:44][C:43]([N:46]2[CH2:51][CH2:50][NH:49][CH2:48][CH2:47]2)=[CH:42][CH:41]=1.